From a dataset of Catalyst prediction with 721,799 reactions and 888 catalyst types from USPTO. Predict which catalyst facilitates the given reaction. Reactant: [Br:1][C:2]1[C:3]([Cl:23])=[C:4]([CH:19]=[C:20]([F:22])[CH:21]=1)[N:5]=C(C1C=CC=CC=1)C1C=CC=CC=1.BrC1C=C(F)C=C(Br)C=1Cl.C(=N)(C1C=CC=CC=1)C1C=CC=CC=1.CC(C)([O-])C.[Na+].C1C=CC(P(C2C=CC3C(=CC=CC=3)C=2C2C3C(=CC=CC=3)C=CC=2P(C2C=CC=CC=2)C2C=CC=CC=2)C2C=CC=CC=2)=CC=1. Product: [Br:1][C:2]1[C:3]([Cl:23])=[C:4]([CH:19]=[C:20]([F:22])[CH:21]=1)[NH2:5]. The catalyst class is: 187.